From a dataset of Forward reaction prediction with 1.9M reactions from USPTO patents (1976-2016). Predict the product of the given reaction. (1) The product is: [Cl:12][C:13]1[CH:14]=[C:15]([O:19][C:2]2[CH:9]=[CH:8][C:7]([CH:10]=[O:11])=[CH:6][C:3]=2[C:4]#[N:5])[CH:16]=[N:17][CH:18]=1. Given the reactants F[C:2]1[CH:9]=[CH:8][C:7]([CH:10]=[O:11])=[CH:6][C:3]=1[C:4]#[N:5].[Cl:12][C:13]1[CH:14]=[C:15]([OH:19])[CH:16]=[N:17][CH:18]=1, predict the reaction product. (2) Given the reactants Cl[C:2]1[CH:3]=[C:4]([C:9]2[N:14]=[C:13]([CH3:15])[N:12]=[C:11]([NH2:16])[CH:10]=2)[C:5]([F:8])=[N:6][CH:7]=1.CC(C1C=C(C(C)C)C(C2C=CC=CC=2P(C2CCCCC2)C2CCCCC2)=C(C(C)C)C=1)C.[F-].[Cs+].C([Sn](CCCC)(CCCC)[C:58]([O:60][CH2:61][CH3:62])=[CH2:59])CCC, predict the reaction product. The product is: [CH2:61]([O:60][C:58]([C:2]1[CH:3]=[C:4]([C:9]2[N:14]=[C:13]([CH3:15])[N:12]=[C:11]([NH2:16])[CH:10]=2)[C:5]([F:8])=[N:6][CH:7]=1)=[CH2:59])[CH3:62]. (3) The product is: [CH3:55][C:52]1[CH:53]=[CH:54][C:49]([C:2]2[CH:3]=[CH:4][C:5]([C:8]3([C:11]([N:13]4[CH2:17][CH2:16][C:15]5([C:21]6[CH:22]=[CH:23][CH:24]=[CH:25][C:20]=6[C:19](=[O:26])[O:18]5)[CH2:14]4)=[O:12])[CH2:9][CH2:10]3)=[CH:6][CH:7]=2)=[N:50][CH:51]=1. Given the reactants Br[C:2]1[CH:7]=[CH:6][C:5]([C:8]2([C:11]([N:13]3[CH2:17][CH2:16][C@@:15]4([C:21]5[CH:22]=[CH:23][CH:24]=[CH:25][C:20]=5[C:19](=[O:26])[O:18]4)[CH2:14]3)=[O:12])[CH2:10][CH2:9]2)=[CH:4][CH:3]=1.O1CCOCC1.C(P(C(C)(C)C)C(C)(C)C)(C)(C)C.[F-].[K+].Br[C:49]1[CH:54]=[CH:53][C:52]([CH3:55])=[CH:51][N:50]=1, predict the reaction product. (4) Given the reactants [F:1][C:2]([F:11])([F:10])[C:3]1[CH:9]=[CH:8][C:6]([NH2:7])=[CH:5][CH:4]=1.C(N(CC)CC)C.[C:19](Cl)(=[O:24])[C:20]([CH3:23])([CH3:22])[CH3:21], predict the reaction product. The product is: [F:1][C:2]([F:10])([F:11])[C:3]1[CH:9]=[CH:8][C:6]([NH:7][C:19](=[O:24])[C:20]([CH3:23])([CH3:22])[CH3:21])=[CH:5][CH:4]=1. (5) Given the reactants CC(C)([O-])C.[K+].[F:7]/[C:8](/[C:23]1[CH:27]=[C:26]([CH3:28])[NH:25][N:24]=1)=[CH:9]\[C:10]1[CH:15]=[CH:14][C:13]([C:16]([CH3:22])([CH3:21])[C:17]([F:20])([F:19])[F:18])=[CH:12][CH:11]=1.CS(O[CH2:34][C:35]1[CH:40]=[CH:39][CH:38]=[C:37]([CH2:41][C:42]([OH:45])([CH3:44])[CH3:43])[CH:36]=1)(=O)=O, predict the reaction product. The product is: [F:7]/[C:8](/[C:23]1[CH:27]=[C:26]([CH3:28])[N:25]([CH2:34][C:35]2[CH:36]=[C:37]([CH2:41][C:42]([CH3:44])([OH:45])[CH3:43])[CH:38]=[CH:39][CH:40]=2)[N:24]=1)=[CH:9]\[C:10]1[CH:15]=[CH:14][C:13]([C:16]([CH3:22])([CH3:21])[C:17]([F:20])([F:19])[F:18])=[CH:12][CH:11]=1. (6) Given the reactants [NH2:1][C:2]1[CH:7]=[CH:6][C:5]([O:8][CH3:9])=[CH:4][C:3]=1[C:10]([OH:13])([CH3:12])[CH3:11].Cl[C:15](Cl)([O:17]C(=O)OC(Cl)(Cl)Cl)Cl, predict the reaction product. The product is: [CH3:9][O:8][C:5]1[CH:6]=[CH:7][C:2]2[NH:1][C:15](=[O:17])[O:13][C:10]([CH3:11])([CH3:12])[C:3]=2[CH:4]=1. (7) Given the reactants C([N:8]1[CH2:12][CH2:11][CH:10]([C:13]([C:15]2[CH:16]=[C:17]3[C:21](=[CH:22][CH:23]=2)[NH:20][C:19]([C:24]([NH:26][C:27]2[CH:32]=[C:31]([F:33])[CH:30]=[C:29]([F:34])[CH:28]=2)=[O:25])=[CH:18]3)=[CH2:14])[CH2:9]1)C1C=CC=CC=1.C([O-])=O.[NH4+], predict the reaction product. The product is: [F:34][C:29]1[CH:28]=[C:27]([NH:26][C:24]([C:19]2[NH:20][C:21]3[C:17]([CH:18]=2)=[CH:16][C:15]([CH:13]([CH:10]2[CH2:11][CH2:12][NH:8][CH2:9]2)[CH3:14])=[CH:23][CH:22]=3)=[O:25])[CH:32]=[C:31]([F:33])[CH:30]=1.